Dataset: Catalyst prediction with 721,799 reactions and 888 catalyst types from USPTO. Task: Predict which catalyst facilitates the given reaction. (1) Reactant: Cl.[NH:2]1[CH2:7][CH2:6][C:5](=[CH:8][C:9]2[CH:10]=[C:11]([CH:23]=[CH:24][CH:25]=2)[O:12][C:13]2[CH:18]=[CH:17][C:16]([C:19]([F:22])([F:21])[F:20])=[CH:15][N:14]=2)[CH2:4][CH2:3]1.[CH:26]1([C:29]2[S:33][C:32]([NH:34][C:35](=O)[O:36]C3C=CC=CC=3)=[N:31][N:30]=2)[CH2:28][CH2:27]1.C(N(CC)CC)C.O. Product: [CH:26]1([C:29]2[S:33][C:32]([NH:34][C:35]([N:2]3[CH2:7][CH2:6][C:5](=[CH:8][C:9]4[CH:25]=[CH:24][CH:23]=[C:11]([O:12][C:13]5[CH:18]=[CH:17][C:16]([C:19]([F:22])([F:20])[F:21])=[CH:15][N:14]=5)[CH:10]=4)[CH2:4][CH2:3]3)=[O:36])=[N:31][N:30]=2)[CH2:28][CH2:27]1. The catalyst class is: 16. (2) Reactant: CSC.B.[Si]([O:12][CH2:13][CH2:14][S:15][C:16]1[CH:17]=[C:18]([CH:22]=[CH:23][CH:24]=1)[C:19](O)=[O:20])(C(C)(C)C)(C)C.Cl. Product: [OH:20][CH2:19][C:18]1[CH:17]=[C:16]([S:15][CH2:14][CH2:13][OH:12])[CH:24]=[CH:23][CH:22]=1. The catalyst class is: 1. (3) Reactant: COCCN(S(F)(F)[F:11])CCOC.[N:14]([CH:17]1[CH:21](O)[CH2:20][N:19]([C:23]([O:25][CH2:26][C:27]2[CH:32]=[CH:31][CH:30]=[CH:29][CH:28]=2)=[O:24])[CH2:18]1)=[N+:15]=[N-:16]. Product: [N:14]([CH:17]1[CH:21]([F:11])[CH2:20][N:19]([C:23]([O:25][CH2:26][C:27]2[CH:32]=[CH:31][CH:30]=[CH:29][CH:28]=2)=[O:24])[CH2:18]1)=[N+:15]=[N-:16]. The catalyst class is: 4. (4) Reactant: [NH2:1][C:2]1[N:6]([C:7]2[CH:12]=[CH:11][C:10]([C:13]([F:16])([F:15])[F:14])=[CH:9][C:8]=2[Cl:17])[N:5]=[C:4]([C:18]#[N:19])[C:3]=1[S:20][CH3:21].[OH:22]O. Product: [NH2:1][C:2]1[N:6]([C:7]2[CH:12]=[CH:11][C:10]([C:13]([F:14])([F:16])[F:15])=[CH:9][C:8]=2[Cl:17])[N:5]=[C:4]([C:18]#[N:19])[C:3]=1[S:20]([CH3:21])=[O:22]. The catalyst class is: 55. (5) Reactant: [CH:1]1([CH2:4][O:5][C:6]2[CH:12]=[CH:11][CH:10]=[CH:9][C:7]=2[NH2:8])[CH2:3][CH2:2]1.[CH3:13][S:14](Cl)(=[O:16])=[O:15]. Product: [CH:1]1([CH2:4][O:5][C:6]2[CH:12]=[CH:11][CH:10]=[CH:9][C:7]=2[NH:8][S:14]([CH3:13])(=[O:16])=[O:15])[CH2:2][CH2:3]1. The catalyst class is: 17. (6) Reactant: [CH:1]1([CH2:4][OH:5])[CH2:3][CH2:2]1.[Cl:6][C:7]1[CH:8]=[C:9]2[C:13](=[CH:14][CH:15]=1)[N:12]([C:16]1[N:20]([CH3:21])[N:19]=[C:18]([CH3:22])[C:17]=1[CH2:23][CH2:24][S:25]([NH2:28])(=[O:27])=[O:26])[CH:11]=[CH:10]2.N12CCCN=C1CCCCC2.[Cl-].[NH4+].CN(C)[CH:44]=[O:45]. Product: [Cl:6][C:7]1[CH:8]=[C:9]2[C:13](=[CH:14][CH:15]=1)[N:12]([C:16]1[N:20]([CH3:21])[N:19]=[C:18]([CH3:22])[C:17]=1[CH2:23][CH2:24][S:25]([NH:28][C:44](=[O:45])[O:5][CH2:4][CH:1]1[CH2:3][CH2:2]1)(=[O:27])=[O:26])[CH:11]=[CH:10]2. The catalyst class is: 277.